From a dataset of NCI-60 drug combinations with 297,098 pairs across 59 cell lines. Regression. Given two drug SMILES strings and cell line genomic features, predict the synergy score measuring deviation from expected non-interaction effect. (1) Drug 1: CCCCCOC(=O)NC1=NC(=O)N(C=C1F)C2C(C(C(O2)C)O)O. Drug 2: C1CCC(C(C1)N)N.C(=O)(C(=O)[O-])[O-].[Pt+4]. Cell line: MALME-3M. Synergy scores: CSS=6.72, Synergy_ZIP=-3.66, Synergy_Bliss=0.791, Synergy_Loewe=-14.3, Synergy_HSA=-5.28. (2) Drug 1: C1=CC(=CC=C1CCC2=CNC3=C2C(=O)NC(=N3)N)C(=O)NC(CCC(=O)O)C(=O)O. Drug 2: CC=C1C(=O)NC(C(=O)OC2CC(=O)NC(C(=O)NC(CSSCCC=C2)C(=O)N1)C(C)C)C(C)C. Cell line: NCI-H322M. Synergy scores: CSS=58.0, Synergy_ZIP=13.4, Synergy_Bliss=13.1, Synergy_Loewe=14.4, Synergy_HSA=14.5. (3) Drug 1: CC1=CC2C(CCC3(C2CCC3(C(=O)C)OC(=O)C)C)C4(C1=CC(=O)CC4)C. Drug 2: C1C(C(OC1N2C=NC3=C(N=C(N=C32)Cl)N)CO)O. Cell line: HOP-92. Synergy scores: CSS=19.7, Synergy_ZIP=-3.61, Synergy_Bliss=0.196, Synergy_Loewe=-77.1, Synergy_HSA=-7.27. (4) Drug 1: C1=C(C(=O)NC(=O)N1)N(CCCl)CCCl. Drug 2: CC1=C(C(=CC=C1)Cl)NC(=O)C2=CN=C(S2)NC3=CC(=NC(=N3)C)N4CCN(CC4)CCO. Cell line: U251. Synergy scores: CSS=39.4, Synergy_ZIP=4.10, Synergy_Bliss=3.98, Synergy_Loewe=4.00, Synergy_HSA=4.90. (5) Drug 1: CCC1(CC2CC(C3=C(CCN(C2)C1)C4=CC=CC=C4N3)(C5=C(C=C6C(=C5)C78CCN9C7C(C=CC9)(C(C(C8N6C=O)(C(=O)OC)O)OC(=O)C)CC)OC)C(=O)OC)O.OS(=O)(=O)O. Drug 2: CCN(CC)CCNC(=O)C1=C(NC(=C1C)C=C2C3=C(C=CC(=C3)F)NC2=O)C. Synergy scores: CSS=43.5, Synergy_ZIP=0.0581, Synergy_Bliss=6.15, Synergy_Loewe=-31.6, Synergy_HSA=7.32. Cell line: NCIH23. (6) Drug 1: CC1CCC2CC(C(=CC=CC=CC(CC(C(=O)C(C(C(=CC(C(=O)CC(OC(=O)C3CCCCN3C(=O)C(=O)C1(O2)O)C(C)CC4CCC(C(C4)OC)O)C)C)O)OC)C)C)C)OC. Drug 2: COCCOC1=C(C=C2C(=C1)C(=NC=N2)NC3=CC=CC(=C3)C#C)OCCOC.Cl. Cell line: SF-268. Synergy scores: CSS=15.3, Synergy_ZIP=-4.57, Synergy_Bliss=-0.836, Synergy_Loewe=-3.05, Synergy_HSA=-1.74. (7) Cell line: MCF7. Drug 1: C1=NC2=C(N1)C(=S)N=CN2. Synergy scores: CSS=36.5, Synergy_ZIP=-4.35, Synergy_Bliss=-2.85, Synergy_Loewe=-3.75, Synergy_HSA=-0.737. Drug 2: CC1CCCC2(C(O2)CC(NC(=O)CC(C(C(=O)C(C1O)C)(C)C)O)C(=CC3=CSC(=N3)C)C)C. (8) Drug 1: C1=C(C(=O)NC(=O)N1)N(CCCl)CCCl. Drug 2: COCCOC1=C(C=C2C(=C1)C(=NC=N2)NC3=CC=CC(=C3)C#C)OCCOC.Cl. Cell line: SK-MEL-5. Synergy scores: CSS=23.1, Synergy_ZIP=-9.72, Synergy_Bliss=-2.38, Synergy_Loewe=-1.26, Synergy_HSA=-0.653.